From a dataset of Reaction yield outcomes from USPTO patents with 853,638 reactions. Predict the reaction yield, written as a fraction of the theoretical maximum amount of product (1.0 means a 100% yield; for example, 0.34 means a 34% yield). (1) The reactants are Br[C:2]1[CH:3]=[N:4][CH:5]=[C:6]([C:8]2[CH:13]=[CH:12][CH:11]=[CH:10][CH:9]=2)[CH:7]=1.C([Mg]Cl)(C)C.[O:19]=[C:20]1[CH2:26][CH:25]2[CH2:27][CH:21]1[CH2:22][N:23]([C:28]([O:30][CH2:31][CH3:32])=[O:29])[CH2:24]2. The catalyst is C1COCC1. The product is [OH:19][C:20]1([C:2]2[CH:3]=[N:4][CH:5]=[C:6]([C:8]3[CH:13]=[CH:12][CH:11]=[CH:10][CH:9]=3)[CH:7]=2)[CH2:26][CH:25]2[CH2:27][CH:21]1[CH2:22][N:23]([C:28]([O:30][CH2:31][CH3:32])=[O:29])[CH2:24]2. The yield is 0.130. (2) The reactants are I[C:2]1[CH:3]=[C:4]([CH:15]=[CH:16][CH:17]=1)/[CH:5]=[CH:6]/[C:7]1[C:12]([CH3:13])=[CH:11][CH:10]=[CH:9][C:8]=1[CH3:14].[CH3:18][CH2:19][N:20](CC)CC.C(OC)(=O)C[SH:27]. The catalyst is CN1C(=O)CCC1.O.C1C=CC(/C=C/C(/C=C/C2C=CC=CC=2)=O)=CC=1.C1C=CC(/C=C/C(/C=C/C2C=CC=CC=2)=O)=CC=1.C1C=CC(/C=C/C(/C=C/C2C=CC=CC=2)=O)=CC=1.[Pd].[Pd].C1(P(C2C=CC=CC=2)[C-]2C=CC=C2)C=CC=CC=1.[C-]1(P(C2C=CC=CC=2)C2C=CC=CC=2)C=CC=C1.[Fe+2]. The product is [CH3:14][C:8]1[CH:9]=[CH:10][CH:11]=[C:12]([CH3:13])[C:7]=1/[CH:6]=[CH:5]/[C:4]1[CH:3]=[C:2]([S:27][CH2:18][CH2:19][NH2:20])[CH:17]=[CH:16][CH:15]=1. The yield is 0.920. (3) The catalyst is C1COCC1. The product is [C:21]([O:20][C:19]([NH:18][CH2:17][CH2:16][CH2:15][CH2:14][O:12][C:4]1[CH:3]=[C:2]([F:1])[CH:11]=[CH:10][C:5]=1[C:6]([O:8][CH3:9])=[O:7])=[O:25])([CH3:24])([CH3:23])[CH3:22]. The yield is 0.980. The reactants are [F:1][C:2]1[CH:11]=[CH:10][C:5]([C:6]([O:8][CH3:9])=[O:7])=[C:4]([OH:12])[CH:3]=1.O[CH2:14][CH2:15][CH2:16][CH2:17][NH:18][C:19](=[O:25])[O:20][C:21]([CH3:24])([CH3:23])[CH3:22].C1(P(C2C=CC=CC=2)C2C=CC=CC=2)C=CC=CC=1.CC(OC(/N=N/C(OC(C)C)=O)=O)C. (4) The product is [F:1][C:2]1[CH:3]=[C:4]([NH:13][C:14]([C@H:16]2[C:25]3[C:20](=[CH:21][C:22]([O:26][CH3:27])=[CH:23][CH:24]=3)[CH2:19][CH2:18][N:17]2[C:28]([C@@H:30]2[CH2:32][C@H:31]2[CH2:33][C:34]([OH:36])=[O:35])=[O:29])=[O:15])[CH:5]=[C:6]([F:12])[C:7]=1[Si:8]([CH3:9])([CH3:10])[CH3:11]. The reactants are [F:1][C:2]1[CH:3]=[C:4]([NH:13][C:14]([C@H:16]2[C:25]3[C:20](=[CH:21][C:22]([O:26][CH3:27])=[CH:23][CH:24]=3)[CH2:19][CH2:18][N:17]2[C:28]([C@@H:30]2[CH2:32][C@H:31]2[CH2:33][C:34]([O:36]CC2C=CC=CC=2)=[O:35])=[O:29])=[O:15])[CH:5]=[C:6]([F:12])[C:7]=1[Si:8]([CH3:11])([CH3:10])[CH3:9]. The yield is 0.746. The catalyst is CO.[C].[Pd]. (5) The catalyst is C1COCC1. The yield is 0.600. The reactants are [CH3:1][C:2]1[NH:6][N:5]=[C:4]([C:7]([O:9][CH2:10][CH3:11])=[O:8])[N:3]=1.[Br:12][C:13]1[CH:18]=[CH:17][CH:16]=[C:15]([CH2:19]Br)[CH:14]=1.C([O-])([O-])=O.[K+].[K+]. The product is [Br:12][C:13]1[CH:14]=[C:15]([CH:16]=[CH:17][CH:18]=1)[CH2:19][N:6]1[C:2]([CH3:1])=[N:3][C:4]([C:7]([O:9][CH2:10][CH3:11])=[O:8])=[N:5]1.